The task is: Regression. Given two drug SMILES strings and cell line genomic features, predict the synergy score measuring deviation from expected non-interaction effect.. This data is from Merck oncology drug combination screen with 23,052 pairs across 39 cell lines. (1) Drug 1: Cn1nnc2c(C(N)=O)ncn2c1=O. Drug 2: COC1CC2CCC(C)C(O)(O2)C(=O)C(=O)N2CCCCC2C(=O)OC(C(C)CC2CCC(OP(C)(C)=O)C(OC)C2)CC(=O)C(C)C=C(C)C(O)C(OC)C(=O)C(C)CC(C)C=CC=CC=C1C. Cell line: A427. Synergy scores: synergy=38.9. (2) Drug 1: CC(=O)OC1C(=O)C2(C)C(O)CC3OCC3(OC(C)=O)C2C(OC(=O)c2ccccc2)C2(O)CC(OC(=O)C(O)C(NC(=O)c3ccccc3)c3ccccc3)C(C)=C1C2(C)C. Drug 2: C=CCn1c(=O)c2cnc(Nc3ccc(N4CCN(C)CC4)cc3)nc2n1-c1cccc(C(C)(C)O)n1. Cell line: SW837. Synergy scores: synergy=8.70.